Predict the product of the given reaction. From a dataset of Forward reaction prediction with 1.9M reactions from USPTO patents (1976-2016). (1) Given the reactants CN(C)[CH2:3][C:4]#[C:5][C:6]1[CH:7]=[C:8]([C@@H:12]2[C@@H:16]([C:17]3[CH:22]=[CH:21][CH:20]=[C:19]([F:23])[CH:18]=3)[O:15][C:14](=[O:24])[NH:13]2)[CH:9]=[N:10][CH:11]=1.Br[C:27]1[CH:28]=C([C@@H]2[C@@H](C3C=CC=C(F)C=3)OC(=O)N2)C=N[CH:32]=1.C(C1CCC1)#C, predict the reaction product. The product is: [CH:3]1([C:4]#[C:5][C:6]2[CH:7]=[C:8]([C@@H:12]3[C@@H:16]([C:17]4[CH:22]=[CH:21][CH:20]=[C:19]([F:23])[CH:18]=4)[O:15][C:14](=[O:24])[NH:13]3)[CH:9]=[N:10][CH:11]=2)[CH2:28][CH2:27][CH2:32]1. (2) Given the reactants [CH3:1][C:2]1[CH:3]=[C:4]([CH:7]=[CH:8][C:9]=1[NH:10][C:11]([C:13]1[C:14]([C:19]2[CH:24]=[CH:23][C:22]([C:25]([F:28])([F:27])[F:26])=[CH:21][CH:20]=2)=[CH:15][CH:16]=[CH:17][CH:18]=1)=[O:12])[CH2:5]O.P(Br)(Br)[Br:30], predict the reaction product. The product is: [Br:30][CH2:5][C:4]1[CH:7]=[CH:8][C:9]([NH:10][C:11]([C:13]2[C:14]([C:19]3[CH:20]=[CH:21][C:22]([C:25]([F:28])([F:26])[F:27])=[CH:23][CH:24]=3)=[CH:15][CH:16]=[CH:17][CH:18]=2)=[O:12])=[C:2]([CH3:1])[CH:3]=1. (3) Given the reactants [C:1]([O:5][C:6]([CH:8]1[CH2:12][CH2:11][CH2:10][N:9]1[C:13](=[O:27])[CH:14]([NH:16][C:17]([O:19]CC1C=CC=CC=1)=O)[CH3:15])=[O:7])([CH3:4])([CH3:3])[CH3:2].[NH2:28][C:29]1[CH:37]=[CH:36][C:32](C(O)=O)=[CH:31][C:30]=1[Cl:38].CCN(C(C)C)C(C)C.C1C=CC2N(O)N=NC=2C=1.C(Cl)CCl, predict the reaction product. The product is: [C:1]([O:5][C:6]([CH:8]1[CH2:12][CH2:11][CH2:10][N:9]1[C:13](=[O:27])[CH:14]([NH:16][C:17](=[O:19])[C:32]1[CH:36]=[CH:37][C:29]([NH2:28])=[C:30]([Cl:38])[CH:31]=1)[CH3:15])=[O:7])([CH3:2])([CH3:3])[CH3:4]. (4) The product is: [F:3][C:4]1[CH:13]=[CH:12][CH:11]=[C:10]2[C:5]=1[NH:6][CH2:7][C:8](=[O:14])[N:9]2[CH2:18][CH2:17][O:16][CH3:15]. Given the reactants [H-].[Na+].[F:3][C:4]1[CH:13]=[CH:12][CH:11]=[C:10]2[C:5]=1[NH:6][CH2:7][C:8](=[O:14])[NH:9]2.[CH3:15][O:16][CH2:17][CH2:18]Br.[I-].[Na+], predict the reaction product. (5) Given the reactants [CH3:1][C:2]1([CH2:7][CH2:8][CH:9]2[C:11]([CH3:13])([CH3:12])[O:10]2)[CH2:4][CH:3]1[CH2:5][OH:6].[H-].[Al+3].[Li+].[H-].[H-].[H-].C(OCC)(=O)C.O, predict the reaction product. The product is: [OH:6][CH2:5][CH:3]1[CH2:4][C:2]1([CH2:7][CH2:8][CH2:9][C:11]([CH3:13])([OH:10])[CH3:12])[CH3:1]. (6) The product is: [Cl:21][C:4]1[C:5]2[C:10](=[CH:9][C:8]([C:12]3[CH:13]=[CH:14][C:15]([O:18][CH3:19])=[CH:16][CH:17]=3)=[CH:7][C:6]=2[Cl:20])[CH:11]=[CH:2][C:3]=1[OH:22]. Given the reactants Br[C:2]1[C:3]([OH:22])=[C:4]([Cl:21])[C:5]2[C:10]([CH:11]=1)=[CH:9][C:8]([C:12]1[CH:17]=[CH:16][C:15]([O:18][CH3:19])=[CH:14][CH:13]=1)=[CH:7][C:6]=2[Cl:20].C([Li])(C)(C)C, predict the reaction product.